Task: Predict the product of the given reaction.. Dataset: Forward reaction prediction with 1.9M reactions from USPTO patents (1976-2016) (1) Given the reactants CC1C(=[O:8])[C@@H](O)CC(C)(C)C=1/C=C/C(/C)=C/C=C/C(/C)=C/C=C/C=C(\C)/C=C/C=C(\C)/C=C/C1C(C)(C)C[C@H](O)C(=O)C=1C.CCN(C(C)C)C(C)C.Cl[C:55]([O:57]C(Cl)C(Cl)(Cl)Cl)=[O:56].[CH2:64]([OH:75])[C@H:65]([C@H:67]([C@@H:69]([C@@H:71]([CH2:73][OH:74])[OH:72])[OH:70])[OH:68])[OH:66], predict the reaction product. The product is: [C:55](=[O:56])([OH:8])[OH:57].[CH2:73]([OH:74])[C@H:71]([C@H:69]([C@@H:67]([C@@H:65]([CH2:64][OH:75])[OH:66])[OH:68])[OH:70])[OH:72]. (2) Given the reactants Cl[CH2:2][C:3]([N:5]1[CH2:10][CH2:9][N:8]([C:11]2[CH:16]=[C:15]([O:17][CH3:18])[C:14]([Cl:19])=[CH:13][C:12]=2[F:20])[CH2:7][CH2:6]1)=[O:4].[Cl:21][C:22]1[CH:31]=[CH:30][C:25]2[NH:26][C:27](=[O:29])[O:28][C:24]=2[CH:23]=1.C([O-])([O-])=O.[K+].[K+], predict the reaction product. The product is: [Cl:21][C:22]1[CH:31]=[CH:30][C:25]2[N:26]([CH2:2][C:3]([N:5]3[CH2:10][CH2:9][N:8]([C:11]4[CH:16]=[C:15]([O:17][CH3:18])[C:14]([Cl:19])=[CH:13][C:12]=4[F:20])[CH2:7][CH2:6]3)=[O:4])[C:27](=[O:29])[O:28][C:24]=2[CH:23]=1.